From a dataset of Forward reaction prediction with 1.9M reactions from USPTO patents (1976-2016). Predict the product of the given reaction. (1) Given the reactants [CH3:1][C:2]([CH3:9])([CH3:8])[C:3](=O)[CH2:4][C:5]#[N:6].[NH:10]([C:12]1[CH:17]=[CH:16][CH:15]=[CH:14][N:13]=1)[NH2:11], predict the reaction product. The product is: [C:2]([C:3]1[CH:4]=[C:5]([NH2:6])[N:10]([C:12]2[CH:17]=[CH:16][CH:15]=[CH:14][N:13]=2)[N:11]=1)([CH3:9])([CH3:8])[CH3:1]. (2) Given the reactants [CH:1]1([NH:7][C:8]2[CH:17]=[C:16]3[C:11]([C:12](=[O:26])[C:13]([C:23](O)=[O:24])=[CH:14][N:15]3[CH:18]3[CH2:22][CH2:21][CH2:20][CH2:19]3)=[CH:10][C:9]=2[F:27])[CH2:6][CH2:5][CH2:4][CH2:3][CH2:2]1.C(N1C=CN=C1)(N1C=CN=C1)=O, predict the reaction product. The product is: [CH:1]1([NH:7][C:8]2[CH:17]=[C:16]3[C:11]([C:12](=[O:26])[C:13]([CH2:23][OH:24])=[CH:14][N:15]3[CH:18]3[CH2:22][CH2:21][CH2:20][CH2:19]3)=[CH:10][C:9]=2[F:27])[CH2:2][CH2:3][CH2:4][CH2:5][CH2:6]1. (3) Given the reactants [O:1]=[C:2]1[CH2:11][O:10][C:9]2[CH:8]=[C:7]3[NH:12][C:13]([C:15]([O:17]C)=[O:16])=[CH:14][C:6]3=[CH:5][C:4]=2[NH:3]1, predict the reaction product. The product is: [O:1]=[C:2]1[CH2:11][O:10][C:9]2[CH:8]=[C:7]3[NH:12][C:13]([C:15]([OH:17])=[O:16])=[CH:14][C:6]3=[CH:5][C:4]=2[NH:3]1. (4) The product is: [CH2:21]([C:18]1[S:17][C:16]([NH:15][C:5]2[CH:6]=[CH:7][C:8]([N:9]3[CH:13]=[C:12]([CH3:14])[N:11]=[CH:10]3)=[C:3]([O:2][CH3:1])[CH:4]=2)=[N:20][CH:19]=1)[C:23]1[CH:24]=[CH:25][CH:26]=[CH:27][CH:28]=1. Given the reactants [CH3:1][O:2][C:3]1[CH:4]=[C:5]([NH:15][C:16]2[S:17][C:18]([CH:21]([C:23]3[CH:28]=[CH:27][CH:26]=[CH:25][CH:24]=3)O)=[CH:19][N:20]=2)[CH:6]=[CH:7][C:8]=1[N:9]1[CH:13]=[C:12]([CH3:14])[N:11]=[CH:10]1.C(Cl)Cl, predict the reaction product.